Task: Predict the reactants needed to synthesize the given product.. Dataset: Full USPTO retrosynthesis dataset with 1.9M reactions from patents (1976-2016) (1) Given the product [Cl:17][C:18]1[CH:19]=[C:20]2[C:24](=[CH:25][CH:26]=1)[N:23]([CH2:6][C:7]1[CH:8]=[C:9]([CH:14]=[CH:15][N:16]=1)[C:10]([O:12][CH3:13])=[O:11])[N:22]=[CH:21]2, predict the reactants needed to synthesize it. The reactants are: CS(O[CH2:6][C:7]1[CH:8]=[C:9]([CH:14]=[CH:15][N:16]=1)[C:10]([O:12][CH3:13])=[O:11])(=O)=O.[Cl:17][C:18]1[CH:19]=[C:20]2[C:24](=[CH:25][CH:26]=1)[NH:23][N:22]=[CH:21]2.C([O-])([O-])=O.[K+].[K+]. (2) The reactants are: [CH2:1]([C:3]1[CH:8]=[CH:7][C:6]([CH:9]2[CH2:14][N:13]([C:15]([N:17]3[CH2:22][CH2:21][CH:20]([OH:23])[CH2:19][CH2:18]3)=[O:16])[CH2:12][CH:11]([C:24](O)=[O:25])[CH2:10]2)=[CH:5][CH:4]=1)[CH3:2].O[C:28]1([C:34](=[NH:36])[NH2:35])[CH:33]=[CH:32][CH:31]=[CH:30][CH2:29]1. Given the product [CH2:1]([C:3]1[CH:8]=[CH:7][C:6]([CH:9]2[CH2:10][CH:11]([C:24]3[O:25][N:36]=[C:34]([C:28]4[CH:33]=[CH:32][CH:31]=[CH:30][CH:29]=4)[N:35]=3)[CH2:12][N:13]([C:15]([N:17]3[CH2:18][CH2:19][CH:20]([OH:23])[CH2:21][CH2:22]3)=[O:16])[CH2:14]2)=[CH:5][CH:4]=1)[CH3:2], predict the reactants needed to synthesize it.